The task is: Predict which catalyst facilitates the given reaction.. This data is from Catalyst prediction with 721,799 reactions and 888 catalyst types from USPTO. Reactant: [NH2:1][CH2:2][CH2:3][CH2:4][CH2:5][CH2:6]/[CH:7]=[C:8](\[F:14])/[C:9]([O:11][CH2:12][CH3:13])=[O:10].[C:15]12([N:25]=[C:26]=[O:27])[CH2:24][CH:19]3[CH2:20][CH:21]([CH2:23][CH:17]([CH2:18]3)[CH2:16]1)[CH2:22]2.C(N(CC)CC)C. Product: [F:14]/[C:8](=[CH:7]\[CH2:6][CH2:5][CH2:4][CH2:3][CH2:2][NH:1][C:26]([NH:25][C:15]12[CH2:24][CH:19]3[CH2:18][CH:17]([CH2:23][CH:21]([CH2:20]3)[CH2:22]1)[CH2:16]2)=[O:27])/[C:9]([O:11][CH2:12][CH3:13])=[O:10]. The catalyst class is: 2.